Dataset: Catalyst prediction with 721,799 reactions and 888 catalyst types from USPTO. Task: Predict which catalyst facilitates the given reaction. (1) Reactant: C(#N)C.[C:4](Cl)(=[O:8])[C:5](Cl)=O.C(N(CC)CC)C.[C:17]([NH2:25])(=[O:24])[CH2:18][CH2:19][CH2:20][C:21](N)=O.C([O-])(=[O:28])C.[Na+]. Product: [OH:8][C:4]1[CH:5]=[CH:21][CH:20]=[CH:19][C:18]=1[C:17]([NH:25][OH:28])=[O:24]. The catalyst class is: 4. (2) Reactant: Br[CH2:2][CH2:3][O:4][NH:5][C:6]([C:8]1[CH:9]=[N:10][N:11]2[CH:16]=[CH:15][C:14]([N:17]3[CH2:21][CH2:20][CH2:19][C@@H:18]3[C:22]3[C:23]([O:29]C)=[N:24][CH:25]=[C:26]([F:28])[CH:27]=3)=[N:13][C:12]=12)=[O:7].[ClH:31]. Product: [Cl:31][CH2:2][CH2:3][O:4][NH:5][C:6]([C:8]1[CH:9]=[N:10][N:11]2[CH:16]=[CH:15][C:14]([N:17]3[CH2:21][CH2:20][CH2:19][C@@H:18]3[C:22]3[C:23](=[O:29])[NH:24][CH:25]=[C:26]([F:28])[CH:27]=3)=[N:13][C:12]=12)=[O:7]. The catalyst class is: 5. (3) The catalyst class is: 103. Product: [Cl:1][C:2]1[C:11]([C:19]2[CH:20]=[CH:21][CH:22]=[C:17]([F:16])[CH:18]=2)=[CH:10][C:9]2[C:4](=[CH:5][CH:6]=[CH:7][C:8]=2[Cl:15])[N:3]=1. Reactant: [Cl:1][C:2]1[C:11](B(O)O)=[CH:10][C:9]2[C:4](=[CH:5][CH:6]=[CH:7][C:8]=2[Cl:15])[N:3]=1.[F:16][C:17]1[CH:22]=[CH:21][CH:20]=[C:19](I)[CH:18]=1.C([O-])([O-])=O.[Na+].[Na+].CC#N. (4) Reactant: [CH:1]1([CH:7]2[C:13]3[CH:14]=[CH:15][CH:16]=[CH:17][C:12]=3[N:11]([CH2:18][C:19]([CH:21]3[CH2:25][CH2:24][CH2:23][CH2:22]3)=[O:20])[C:10](=[O:26])[N:9]([CH2:27][C:28]([NH:30][C:31]3[CH:32]=[C:33]([C:37]4[N:38]=[N:39][N:40](COC(=O)C(C)(C)C)[N:41]=4)[CH:34]=[CH:35][CH:36]=3)=[O:29])[NH:8]2)[CH2:6][CH2:5][CH2:4][CH2:3][CH2:2]1. Product: [CH:1]1([CH:7]2[C:13]3[CH:14]=[CH:15][CH:16]=[CH:17][C:12]=3[N:11]([CH2:18][C:19]([CH:21]3[CH2:22][CH2:23][CH2:24][CH2:25]3)=[O:20])[C:10](=[O:26])[N:9]([CH2:27][C:28]([NH:30][C:31]3[CH:36]=[CH:35][CH:34]=[C:33]([C:37]4[N:38]=[N:39][NH:40][N:41]=4)[CH:32]=3)=[O:29])[NH:8]2)[CH2:6][CH2:5][CH2:4][CH2:3][CH2:2]1. The catalyst class is: 328. (5) Reactant: Cl.Cl.[NH2:3][C:4]1[CH:9]=[C:8]([NH2:10])[C:7]([OH:11])=[CH:6][C:5]=1[OH:12].[OH:13][C:14]1[CH:22]=[C:21]([C:23]([OH:25])=[O:24])[C:20]([OH:26])=[CH:19][C:15]=1[C:16]([OH:18])=[O:17].[Na+].[Na+].OC1C=C(C([O-])=O)C(O)=CC=1C([O-])=O. Product: [NH2:3][C:4]1[CH:9]=[C:8]([NH2:10])[C:7]([OH:11])=[CH:6][C:5]=1[OH:12].[OH:13][C:14]1[CH:22]=[C:21]([C:23]([OH:25])=[O:24])[C:20]([OH:26])=[CH:19][C:15]=1[C:16]([OH:18])=[O:17]. The catalyst class is: 801. (6) The catalyst class is: 174. Product: [F:1][C:2]1[CH:10]=[CH:9][C:5]([C:6]([NH2:19])=[O:7])=[CH:4][CH:3]=1. Reactant: [F:1][C:2]1[CH:10]=[CH:9][C:5]([C:6](O)=[O:7])=[CH:4][CH:3]=1.C(Cl)CCl.C1C=[N:19]C2N(O)N=NC=2C=1.[OH-].[NH4+].